Dataset: Forward reaction prediction with 1.9M reactions from USPTO patents (1976-2016). Task: Predict the product of the given reaction. (1) Given the reactants [CH3:1][O:2][C:3](=[O:31])[CH2:4][CH2:5][CH2:6][CH2:7][CH2:8][CH2:9][CH2:10][CH2:11][NH:12][C:13]1[CH:18]=[CH:17][CH:16]=[CH:15][C:14]=1[S:19](=[O:30])(=[O:29])[NH:20][C:21]([C@@:23]1([NH2:28])[CH2:25][C@H:24]1[CH:26]=[CH2:27])=[O:22].[C:32]([O:36][C:37]([N:39]1[CH2:43][C@H:42]([O:44][C:45]([N:47]2[CH2:55][C:54]3[C:49](=[CH:50][CH:51]=[CH:52][C:53]=3[F:56])[CH2:48]2)=[O:46])[CH2:41][C@H:40]1[C:57](O)=[O:58])=[O:38])([CH3:35])([CH3:34])[CH3:33].CN(C(ON1N=NC2C=CC=NC1=2)=[N+](C)C)C.F[P-](F)(F)(F)(F)F.CCN(C(C)C)C(C)C, predict the reaction product. The product is: [C:32]([O:36][C:37]([N:39]1[C@H:40]([C:57](=[O:58])[NH:28][C@:23]2([C:21]([NH:20][S:19]([C:14]3[CH:15]=[CH:16][CH:17]=[CH:18][C:13]=3[NH:12][CH2:11][CH2:10][CH2:9][CH2:8][CH2:7][CH2:6][CH2:5][CH2:4][C:3]([O:2][CH3:1])=[O:31])(=[O:30])=[O:29])=[O:22])[CH2:25][C@H:24]2[CH:26]=[CH2:27])[CH2:41][C@@H:42]([O:44][C:45]([N:47]2[CH2:55][C:54]3[C:49](=[CH:50][CH:51]=[CH:52][C:53]=3[F:56])[CH2:48]2)=[O:46])[CH2:43]1)=[O:38])([CH3:35])([CH3:33])[CH3:34]. (2) Given the reactants [Cl:1][C:2]1[CH:7]=[CH:6][CH:5]=[C:4]([Cl:8])[C:3]=1[C:9]([NH:11][C:12](=[O:18])[O:13][C:14]([CH3:17])([CH3:16])[CH3:15])=[O:10].[H-].[Na+].CC1C=CC(S(O[CH2:32][C:33]2([C:36]([F:39])([F:38])[F:37])[CH2:35][O:34]2)(=O)=O)=CC=1.CC(O)C, predict the reaction product. The product is: [Cl:1][C:2]1[CH:7]=[CH:6][CH:5]=[C:4]([Cl:8])[C:3]=1[C:9]([N:11]([CH2:32][C:33]1([C:36]([F:39])([F:38])[F:37])[CH2:35][O:34]1)[C:12](=[O:18])[O:13][C:14]([CH3:15])([CH3:17])[CH3:16])=[O:10]. (3) Given the reactants [N:1]([C:4]1[CH:9]=[CH:8][C:7]([C:10]2[N:14]=[CH:13][N:12]([C:15]3[CH:20]=[CH:19][C:18](OC(F)(F)F)=[CH:17][CH:16]=3)[N:11]=2)=[CH:6][CH:5]=1)=[C:2]=[S:3].[F:26][C:27]([F:47])([F:46])C1C=CC(N2C=NC(C3C=CC(N)=CC=3)=N2)=CC=1, predict the reaction product. The product is: [N:1]([C:4]1[CH:5]=[CH:6][C:7]([C:10]2[N:14]=[CH:13][N:12]([C:15]3[CH:16]=[CH:17][C:18]([C:27]([F:47])([F:46])[F:26])=[CH:19][CH:20]=3)[N:11]=2)=[CH:8][CH:9]=1)=[C:2]=[S:3]. (4) Given the reactants [F:1][C:2]([F:28])([F:27])[C:3]1[N:7]=[C:6]([C:8]2[C:9]3[CH2:26][CH2:25][CH2:24][C:10]=3[S:11][C:12]=2[NH:13][C:14]([C:16]2[CH2:20][CH2:19][CH2:18][C:17]=2[C:21]([OH:23])=[O:22])=[O:15])[O:5][N:4]=1.[C:29]12C(=O)OC(=O)C=1CCCC2, predict the reaction product. The product is: [F:27][C:2]([F:28])([F:1])[C:3]1[N:7]=[C:6]([C:8]2[C:9]3[CH2:26][CH2:25][CH2:24][C:10]=3[S:11][C:12]=2[NH:13][C:14]([C:16]2[CH2:20][CH2:19][CH2:29][CH2:18][C:17]=2[C:21]([OH:23])=[O:22])=[O:15])[O:5][N:4]=1.